From a dataset of Catalyst prediction with 721,799 reactions and 888 catalyst types from USPTO. Predict which catalyst facilitates the given reaction. (1) Reactant: [C:1]1([S:7]([Cl:10])(=[O:9])=[O:8])[CH:6]=[CH:5][CH:4]=[CH:3][CH:2]=1.N1C=CC=CC=1.[N:17]1[CH:22]=[C:21]([C:23]2[C:31]3[O:30][CH:29]=[CH:28][C:27]=3[CH:26]=[C:25]([NH2:32])[CH:24]=2)[CH:20]=[N:19][CH:18]=1. Product: [ClH:10].[N:17]1[CH:22]=[C:21]([C:23]2[C:31]3[O:30][CH:29]=[CH:28][C:27]=3[CH:26]=[C:25]([NH:32][S:7]([C:1]3[CH:6]=[CH:5][CH:4]=[CH:3][CH:2]=3)(=[O:9])=[O:8])[CH:24]=2)[CH:20]=[N:19][CH:18]=1. The catalyst class is: 4. (2) Reactant: C(=O)([O-])[O-].[K+].[K+].[CH2:7]([O:9][C:10]1[CH:19]=[CH:18][C:17]([F:20])=[CH:16][C:11]=1[C:12](=[O:15])[CH2:13]Br)[CH3:8].[CH3:21][C:22]1[C:23]([CH3:31])=[N:24][C:25]([SH:30])=[C:26]([CH:29]=1)[C:27]#[N:28]. Product: [CH3:21][C:22]1[CH:29]=[C:26]2[C:27]([NH2:28])=[C:13]([C:12](=[O:15])[C:11]3[CH:16]=[C:17]([F:20])[CH:18]=[CH:19][C:10]=3[O:9][CH2:7][CH3:8])[S:30][C:25]2=[N:24][C:23]=1[CH3:31]. The catalyst class is: 39. (3) Reactant: C(O)(C(F)(F)F)=O.C([O:12][C:13](=[O:51])/[CH:14]=[CH:15]/[C:16]1[CH:21]=[CH:20][C:19]([C:22]2[CH:27]=[CH:26][C:25]([O:28][CH2:29][N:30]3[C:38](=[O:39])[C:37]4[C:32](=[CH:33][CH:34]=[CH:35][CH:36]=4)[C:31]3=[O:40])=[C:24]([C:41]34[CH2:50][CH:45]5[CH2:46][CH:47]([CH2:49][CH:43]([CH2:44]5)[CH2:42]3)[CH2:48]4)[CH:23]=2)=[CH:18][CH:17]=1)(C)(C)C. Product: [C:41]12([C:24]3[CH:23]=[C:22]([C:19]4[CH:18]=[CH:17][C:16](/[CH:15]=[CH:14]/[C:13]([OH:51])=[O:12])=[CH:21][CH:20]=4)[CH:27]=[CH:26][C:25]=3[O:28][CH2:29][N:30]3[C:38](=[O:39])[C:37]4[C:32](=[CH:33][CH:34]=[CH:35][CH:36]=4)[C:31]3=[O:40])[CH2:50][CH:45]3[CH2:46][CH:47]([CH2:49][CH:43]([CH2:44]3)[CH2:42]1)[CH2:48]2. The catalyst class is: 2.